Dataset: NCI-60 drug combinations with 297,098 pairs across 59 cell lines. Task: Regression. Given two drug SMILES strings and cell line genomic features, predict the synergy score measuring deviation from expected non-interaction effect. (1) Drug 1: CC1OCC2C(O1)C(C(C(O2)OC3C4COC(=O)C4C(C5=CC6=C(C=C35)OCO6)C7=CC(=C(C(=C7)OC)O)OC)O)O. Drug 2: CCC1=C2CN3C(=CC4=C(C3=O)COC(=O)C4(CC)O)C2=NC5=C1C=C(C=C5)O. Cell line: SF-539. Synergy scores: CSS=35.0, Synergy_ZIP=0.432, Synergy_Bliss=1.08, Synergy_Loewe=-13.7, Synergy_HSA=3.98. (2) Drug 1: C1CCC(CC1)NC(=O)N(CCCl)N=O. Drug 2: C(CN)CNCCSP(=O)(O)O. Cell line: MDA-MB-231. Synergy scores: CSS=-0.381, Synergy_ZIP=-0.919, Synergy_Bliss=-0.103, Synergy_Loewe=-13.7, Synergy_HSA=-6.66.